From a dataset of Forward reaction prediction with 1.9M reactions from USPTO patents (1976-2016). Predict the product of the given reaction. (1) Given the reactants F[C:2]1[CH:7]=[CH:6][CH:5]=[CH:4][C:3]=1[NH:8][C:9](=[S:35])[NH:10][C:11]1[CH:16]=[CH:15][C:14]([C:17]2[CH:25]=[C:24]3[C:20]([CH2:21][N:22]([C@@H:27]([CH:32]([CH3:34])[CH3:33])[C:28]([O:30][CH3:31])=[O:29])[C:23]3=[O:26])=[CH:19][CH:18]=2)=[CH:13][CH:12]=1.N[C:37]1C=CC(C2C=C3C(CN([C@@H](C(C)C)C(OC)=O)C3=O)=CC=2)=CC=1.CC1C=CC(N=C=S)=CC=1, predict the reaction product. The product is: [CH3:33][CH:32]([CH3:34])[C@H:27]([N:22]1[CH2:21][C:20]2[C:24](=[CH:25][C:17]([C:14]3[CH:15]=[CH:16][C:11]([NH:10][C:9]([NH:8][C:3]4[CH:4]=[CH:5][C:6]([CH3:37])=[CH:7][CH:2]=4)=[S:35])=[CH:12][CH:13]=3)=[CH:18][CH:19]=2)[C:23]1=[O:26])[C:28]([O:30][CH3:31])=[O:29]. (2) Given the reactants [CH3:1][O:2][C:3]1[CH:4]=[C:5]2[C:10](=[CH:11][CH:12]=1)[C:9](=[O:13])[NH:8][CH:7]=[CH:6]2.C1C(=O)N([Br:21])C(=O)C1, predict the reaction product. The product is: [Br:21][C:6]1[C:5]2[C:10](=[CH:11][CH:12]=[C:3]([O:2][CH3:1])[CH:4]=2)[C:9](=[O:13])[NH:8][CH:7]=1. (3) The product is: [CH3:14][C:13]1[C:8]([CH:4]([CH:1]2[CH2:3][CH2:2]2)[CH:5]=[O:6])=[N:9][CH:10]=[CH:11][C:12]=1[Cl:15]. Given the reactants [CH:1]1([C:4]([C:8]2[C:13]([CH3:14])=[C:12]([Cl:15])[CH:11]=[CH:10][N:9]=2)=[CH:5][O:6]C)[CH2:3][CH2:2]1.S(=O)(=O)(O)O.[OH-].[Na+], predict the reaction product. (4) Given the reactants [CH3:1][C:2]1[C:7]([CH3:8])=[C:6]([O:9][C:10]([CH3:12])=[O:11])[C:5]([CH3:13])=[C:4]2[CH2:14][CH2:15][C@:16]([CH2:19][CH2:20][CH2:21][C@@H:22]([CH2:24][CH2:25][CH2:26][C@@H:27]([CH2:29][CH2:30][CH2:31][CH:32]([CH3:34])[CH3:33])[CH3:28])[CH3:23])([CH3:18])[O:17][C:3]=12.[CH3:35][CH:36]1[C:42]([CH3:43])=[C:41]([OH:44])[CH:40]=[C:39]([CH3:45])[C:37]1([CH2:46][C:47]([O-:49])=[O:48])[OH:38].[CH3:50][CH:51]([CH2:53][CH2:54][CH2:55][C@H:56]([CH2:58][CH2:59][CH2:60][C@H:61]([CH2:63][CH2:64][CH2:65]/[C:66](=[CH:68]/CO)/[CH3:67])[CH3:62])[CH3:57])[CH3:52].[CH3:71]C(CCCC(CCCC(CCCC(O)(C=C)C)C)C)C, predict the reaction product. The product is: [CH3:1][C:2]1[C:7]([CH3:8])=[C:6]([O:9][C:10]([CH3:12])=[O:11])[C:5]([CH3:13])=[C:4]2[CH2:14][CH2:15][C@:16]([CH2:19][CH2:20][CH2:21][C@@H:22]([CH2:24][CH2:25][CH2:26][C@@H:27]([CH2:29][CH2:30][CH2:31][CH:32]([CH3:34])[CH3:33])[CH3:28])[CH3:23])([CH3:18])[O:17][C:3]=12.[CH2:43]([C:42]1[CH:36]([CH3:35])[C:37]([CH2:46][C:47]([O-:49])=[O:48])([C:39]([CH3:45])=[C:40]([CH3:71])[C:41]=1[OH:44])[OH:38])/[CH:50]=[C:51](/[CH2:53][CH2:54][CH2:55][C@@H:56]([CH2:58][CH2:59][CH2:60][C@@H:61]([CH2:63][CH2:64][CH2:65][CH:66]([CH3:68])[CH3:67])[CH3:62])[CH3:57])\[CH3:52]. (5) Given the reactants [C:1]([O:5][C:6](=[O:25])[NH:7][C@H:8]([CH2:21][CH:22]([CH3:24])[CH3:23])[C:9]([NH:11][C:12]1[CH:17]=[CH:16][C:15]([Br:18])=[CH:14][C:13]=1[C:19]#[N:20])=[O:10])([CH3:4])([CH3:3])[CH3:2].[N-:26]=[N+:27]=[N-:28].[Na+].[Cl-].[NH4+], predict the reaction product. The product is: [C:1]([O:5][C:6](=[O:25])[NH:7][C@H:8]([CH2:21][CH:22]([CH3:23])[CH3:24])[C:9]([NH:11][C:12]1[CH:17]=[CH:16][C:15]([Br:18])=[CH:14][C:13]=1[C:19]1[N:26]=[N:27][NH:28][N:20]=1)=[O:10])([CH3:4])([CH3:3])[CH3:2]. (6) Given the reactants [NH:1]1[C:9]2[C:4](=[CH:5][CH:6]=[CH:7][CH:8]=2)[CH:3]=[CH:2]1.[C:10]([NH:17][S:18](Cl)(=[O:20])=[O:19])([O:12][C:13]([CH3:16])([CH3:15])[CH3:14])=[O:11].O, predict the reaction product. The product is: [C:10]([NH:17][S:18]([C:3]1[C:4]2[C:9](=[CH:8][CH:7]=[CH:6][CH:5]=2)[NH:1][CH:2]=1)(=[O:19])=[O:20])([O:12][C:13]([CH3:16])([CH3:15])[CH3:14])=[O:11].